From a dataset of Peptide-MHC class I binding affinity with 185,985 pairs from IEDB/IMGT. Regression. Given a peptide amino acid sequence and an MHC pseudo amino acid sequence, predict their binding affinity value. This is MHC class I binding data. (1) The peptide sequence is VLEQTTNQQAE. The MHC is Mamu-B08 with pseudo-sequence Mamu-B08. The binding affinity (normalized) is 0. (2) The peptide sequence is AEMEEALRG. The MHC is HLA-B44:02 with pseudo-sequence HLA-B44:02. The binding affinity (normalized) is 0.858. (3) The peptide sequence is AVCCLTLAR. The MHC is HLA-A11:01 with pseudo-sequence HLA-A11:01. The binding affinity (normalized) is 0.484. (4) The peptide sequence is RFNAIWFNH. The MHC is HLA-A02:03 with pseudo-sequence HLA-A02:03. The binding affinity (normalized) is 0.0847.